Dataset: Catalyst prediction with 721,799 reactions and 888 catalyst types from USPTO. Task: Predict which catalyst facilitates the given reaction. Reactant: Br[C:2]1[CH:3]=[C:4]([N+:13]([O-:15])=[O:14])[CH:5]=[C:6]2[C:11]=1[NH:10][C:9](=[O:12])[CH:8]=[CH:7]2.[C:16]1(B(O)O)[C:25]2[C:20](=[CH:21][CH:22]=[CH:23][CH:24]=2)[CH:19]=[CH:18][CH:17]=1.C([O-])([O-])=O.[K+].[K+]. Product: [C:24]1([C:2]2[CH:3]=[C:4]([N+:13]([O-:15])=[O:14])[CH:5]=[C:6]3[C:11]=2[NH:10][C:9](=[O:12])[CH:8]=[CH:7]3)[C:25]2[C:20](=[CH:19][CH:18]=[CH:17][CH:16]=2)[CH:21]=[CH:22][CH:23]=1. The catalyst class is: 233.